This data is from Forward reaction prediction with 1.9M reactions from USPTO patents (1976-2016). The task is: Predict the product of the given reaction. (1) The product is: [CH2:1]([O:8][C@H:9]1[C@@H:15]([O:16][CH2:17][C:18]2[CH:23]=[CH:22][CH:21]=[CH:20][CH:19]=2)[C@H:14]([O:24][CH2:25][C:26]2[CH:27]=[CH:28][CH:29]=[CH:30][CH:31]=2)[C@@H:13]([CH2:32][O:33][CH2:34][C:35]2[CH:36]=[CH:37][CH:38]=[CH:39][CH:40]=2)[O:12][CH:10]1[O:11][CH2:53][C:52]([OH:55])=[O:51])[C:2]1[CH:3]=[CH:4][CH:5]=[CH:6][CH:7]=1. Given the reactants [CH2:1]([O:8][C@H:9]1[C@@H:15]([O:16][CH2:17][C:18]2[CH:23]=[CH:22][CH:21]=[CH:20][CH:19]=2)[C@H:14]([O:24][CH2:25][C:26]2[CH:31]=[CH:30][CH:29]=[CH:28][CH:27]=2)[C@@H:13]([CH2:32][O:33][CH2:34][C:35]2[CH:40]=[CH:39][CH:38]=[CH:37][CH:36]=2)[O:12][CH:10]1[OH:11])[C:2]1[CH:7]=[CH:6][CH:5]=[CH:4][CH:3]=1.C(=O)([O-])[O-].[K+].[K+].C([O:51][C:52](=[O:55])[CH2:53]Cl)(C)(C)C.COC(C)(C)C, predict the reaction product. (2) Given the reactants [CH2:1]([O:3][C:4]([C:6]1[O:7][C:8]2[CH:15]=[CH:14][CH:13]=[C:12]([NH:16][S:17]([CH2:20][CH3:21])(=[O:19])=[O:18])[C:9]=2[C:10]=1[CH3:11])=[O:5])[CH3:2].I[CH3:23], predict the reaction product. The product is: [CH2:1]([O:3][C:4]([C:6]1[O:7][C:8]2[CH:15]=[CH:14][CH:13]=[C:12]([N:16]([S:17]([CH2:20][CH3:21])(=[O:18])=[O:19])[CH3:23])[C:9]=2[C:10]=1[CH3:11])=[O:5])[CH3:2]. (3) Given the reactants [Cl:1][C:2]1[CH:7]=[CH:6][C:5]([C:8]([CH3:14])([CH3:13])[C:9]([NH:11][NH2:12])=[O:10])=[CH:4][CH:3]=1.[CH2:15]=[C:16]1[O:19][C:18](=[O:20])[CH2:17]1, predict the reaction product. The product is: [Cl:1][C:2]1[CH:3]=[CH:4][C:5]([C:8]([CH3:14])([CH3:13])[C:9]([NH:11][NH:12][C:18](=[O:20])[CH2:17][C:16](=[O:19])[CH3:15])=[O:10])=[CH:6][CH:7]=1. (4) Given the reactants [C:1]([C:4]1[C:5]([C:23](=O)[CH3:24])=[C:6]([CH3:22])[N:7]([C:10]2[CH:15]=[CH:14][C:13]([O:16][CH2:17][CH3:18])=[CH:12][C:11]=2[O:19][CH2:20][CH3:21])[C:8]=1[CH3:9])(=O)[CH3:2].[NH2:26][NH2:27], predict the reaction product. The product is: [CH2:20]([O:19][C:11]1[CH:12]=[C:13]([O:16][CH2:17][CH3:18])[CH:14]=[CH:15][C:10]=1[N:7]1[C:8]([CH3:9])=[C:4]2[C:5]([C:23]([CH3:24])=[N:26][N:27]=[C:1]2[CH3:2])=[C:6]1[CH3:22])[CH3:21]. (5) Given the reactants [Cl:1][CH2:2][CH2:3][O:4][CH2:5][CH2:6][O:7][C:8]1[CH:9]=[CH:10][C:11]2[C:12]3[S:20][C:19]([CH2:21][CH2:22][CH3:23])=[N:18][C:13]=3[CH:14]=[N:15][C:16]=2[CH:17]=1.C1C=C(Cl)C=C(C(OO)=[O:32])C=1, predict the reaction product. The product is: [Cl:1][CH2:2][CH2:3][O:4][CH2:5][CH2:6][O:7][C:8]1[CH:9]=[CH:10][C:11]2[C:12]3[S:20][C:19]([CH2:21][CH2:22][CH3:23])=[N:18][C:13]=3[CH:14]=[N+:15]([O-:32])[C:16]=2[CH:17]=1. (6) Given the reactants [C:1]([O:5][C:6]([NH:8][C@@H:9]1[C@H:14]([NH:15][C:16]2[N:21]=[C:20](Cl)[C:19]3[C:23](=[O:33])[N:24]([C:26]([O:28][C:29]([CH3:32])([CH3:31])[CH3:30])=[O:27])[CH2:25][C:18]=3[C:17]=2[F:34])[CH2:13][CH2:12][O:11][CH2:10]1)=[O:7])([CH3:4])([CH3:3])[CH3:2].[CH3:35][C:36]1[CH:41]=[CH:40][N:39]2[N:42]=[CH:43][C:44](B3OC(C)(C)C(C)(C)O3)=[C:38]2[CH:37]=1.C(=O)([O-])[O-].[K+].[K+].C(N[C@H](C(O)=O)CS)(=O)C, predict the reaction product. The product is: [C:1]([O:5][C:6]([NH:8][C@@H:9]1[C@H:14]([NH:15][C:16]2[N:21]=[C:20]([C:44]3[CH:43]=[N:42][N:39]4[CH:40]=[CH:41][C:36]([CH3:35])=[CH:37][C:38]=34)[C:19]3[C:23](=[O:33])[N:24]([C:26]([O:28][C:29]([CH3:32])([CH3:31])[CH3:30])=[O:27])[CH2:25][C:18]=3[C:17]=2[F:34])[CH2:13][CH2:12][O:11][CH2:10]1)=[O:7])([CH3:4])([CH3:3])[CH3:2]. (7) Given the reactants Cl[CH2:2][CH2:3][CH2:4][N:5]1[CH2:11][CH2:10][C:9]2[C:12]3[N:18]=[C:17]([C:19]([F:22])([F:21])[F:20])[O:16][C:13]=3[CH:14]=[CH:15][C:8]=2[CH2:7][CH2:6]1.[CH3:23][N:24]1[C:28]([C:29]2[CH:34]=[CH:33][CH:32]=[CH:31][CH:30]=2)=[N:27][NH:26][C:25]1=[S:35], predict the reaction product. The product is: [CH3:23][N:24]1[C:28]([C:29]2[CH:34]=[CH:33][CH:32]=[CH:31][CH:30]=2)=[N:27][N:26]=[C:25]1[S:35][CH2:2][CH2:3][CH2:4][N:5]1[CH2:11][CH2:10][C:9]2[C:12]3[N:18]=[C:17]([C:19]([F:22])([F:21])[F:20])[O:16][C:13]=3[CH:14]=[CH:15][C:8]=2[CH2:7][CH2:6]1.